Dataset: Reaction yield outcomes from USPTO patents with 853,638 reactions. Task: Predict the reaction yield, written as a fraction of the theoretical maximum amount of product (1.0 means a 100% yield; for example, 0.34 means a 34% yield). (1) The reactants are [N:1]1[CH:6]=[C:5]([C:7]([O-:9])=[O:8])[CH:4]=[CH:3][C:2]=1[C:10]([O:12]CC)=O.[BH4-].[Na+].[Cl-].[Ca+2].[Cl-].O.[CH2:21](O)[CH3:22]. No catalyst specified. The product is [OH:12][CH2:10][C:2]1[CH:3]=[CH:4][C:5]([C:7]([O:9][CH2:21][CH3:22])=[O:8])=[CH:6][N:1]=1. The yield is 0.840. (2) The reactants are [CH3:1][N:2]1[CH2:7][CH:6]=[C:5]([C:8]2[CH:9]=[N:10][N:11]3[C:16]([C:17]4[CH:18]=[C:19]([NH:23][C:24](=[O:35])[C:25]5[CH:30]=[CH:29][CH:28]=[C:27]([C:31]([F:34])([F:33])[F:32])[CH:26]=5)[CH:20]=[CH:21][CH:22]=4)=[CH:15][CH:14]=[N:13][C:12]=23)[CH2:4][CH2:3]1. The catalyst is [Pd].C(O)C. The product is [CH3:1][N:2]1[CH2:3][CH2:4][CH:5]([C:8]2[CH:9]=[N:10][N:11]3[C:16]([C:17]4[CH:18]=[C:19]([NH:23][C:24](=[O:35])[C:25]5[CH:30]=[CH:29][CH:28]=[C:27]([C:31]([F:32])([F:34])[F:33])[CH:26]=5)[CH:20]=[CH:21][CH:22]=4)=[CH:15][CH:14]=[N:13][C:12]=23)[CH2:6][CH2:7]1. The yield is 0.680.